From a dataset of Catalyst prediction with 721,799 reactions and 888 catalyst types from USPTO. Predict which catalyst facilitates the given reaction. (1) Reactant: [CH3:1][C:2](C)([O-])[CH3:3].[K+].[Br:7][C:8]1[CH:16]=[CH:15][CH:14]=[C:13]2[C:9]=1[C:10]([CH:17]=[O:18])=[CH:11][NH:12]2.IC(C)C.O. Product: [Br:7][C:8]1[CH:16]=[CH:15][CH:14]=[C:13]2[C:9]=1[C:10]([CH:17]=[O:18])=[CH:11][N:12]2[CH:2]([CH3:3])[CH3:1]. The catalyst class is: 56. (2) Reactant: [NH:1]1[C:9]2[C:4](=[CH:5][CH:6]=[CH:7][CH:8]=2)[CH:3]=[CH:2]1.[H-].[Na+].I[CH2:13][C:14]([NH2:16])=[O:15]. Product: [N:1]1([CH2:13][C:14]([NH2:16])=[O:15])[C:9]2[C:4](=[CH:5][CH:6]=[CH:7][CH:8]=2)[CH:3]=[CH:2]1. The catalyst class is: 3. (3) Product: [N:4]1([S:9]([C:12]2[CH:13]=[C:14]3[C:18](=[CH:19][CH:20]=2)[NH:17][N:16]=[C:15]3[NH:21][C:22]2[S:23][CH:1]=[CH:2][N:24]=2)(=[O:10])=[O:11])[CH2:5][CH2:6][CH2:7][CH2:8]1. The catalyst class is: 362. Reactant: [CH2:1](O)[CH3:2].[N:4]1([S:9]([C:12]2[CH:13]=[C:14]3[C:18](=[CH:19][CH:20]=2)[NH:17][N:16]=[C:15]3[NH:21][C:22]([NH2:24])=[S:23])(=[O:11])=[O:10])[CH2:8][CH2:7][CH2:6][CH2:5]1.BrCC(OCC)OCC.C(=O)([O-])O.[Na+]. (4) Reactant: [Cl:1][C:2]1[C:3]([O:24][C:25]2[CH:30]=[CH:29][N:28]=[C:27](Cl)[CH:26]=2)=[CH:4][C:5]([F:23])=[C:6]([NH:8][C:9]([N:11]2[CH2:15][CH2:14][N:13]([CH:16]3[CH2:21][CH2:20][O:19][CH2:18][CH2:17]3)[C:12]2=[O:22])=[O:10])[CH:7]=1.[C:32](=[O:39])([O:34][C:35]([CH3:38])([CH3:37])[CH3:36])[NH2:33].C([O-])([O-])=O.[Cs+].[Cs+].CC1(C)C2C(=C(P(C3C=CC=CC=3)C3C=CC=CC=3)C=CC=2)OC2C(P(C3C=CC=CC=3)C3C=CC=CC=3)=CC=CC1=2. Product: [Cl:1][C:2]1[CH:7]=[C:6]([NH:8][C:9]([N:11]2[CH2:15][CH2:14][N:13]([CH:16]3[CH2:21][CH2:20][O:19][CH2:18][CH2:17]3)[C:12]2=[O:22])=[O:10])[C:5]([F:23])=[CH:4][C:3]=1[O:24][C:25]1[CH:30]=[CH:29][N:28]=[C:27]([NH:33][C:32](=[O:39])[O:34][C:35]([CH3:38])([CH3:37])[CH3:36])[CH:26]=1. The catalyst class is: 62. (5) Reactant: C[O:2][C:3]1C=CC(C(Cl)(C2C=CC=CC=2)C2C=CC=CC=2)=C[CH:4]=1.[Cl:23][C@@:24]1([F:60])[C@H:28]([O:29][Si](C(C)C)(C(C)C)C(C)C)[C@@H:27]([CH2:40][O:41][Si](C(C)C)(C(C)C)C(C)C)[O:26][C@H:25]1[N:52]1[CH:57]=[CH:56][C:55](=[O:58])[NH:54][C:53]1=[O:59]. Product: [C:3]([O:29][C@H:28]1[C@@:24]([Cl:23])([F:60])[C@H:25]([N:52]2[CH:57]=[CH:56][C:55](=[O:58])[NH:54][C:53]2=[O:59])[O:26][C@@H:27]1[CH2:40][OH:41])(=[O:2])[CH3:4]. The catalyst class is: 298. (6) The catalyst class is: 15. Product: [CH2:23]([C:21]1[CH:20]=[C:19]([O:25][CH2:26][CH2:27][OH:28])[C:18]([F:29])=[C:17]([CH:16]([NH:30][C:31]2[CH:32]=[C:33]3[C:34](=[CH:35][CH:36]=2)[C:37](=[NH:38])[NH:40][CH2:39]3)[C:12]2[NH:13][C:14](=[O:15])[N:10]([C:9]3[CH:8]=[CH:7][S:6][C:5]=3[C:3]([OH:2])=[O:4])[N:11]=2)[CH:22]=1)[CH3:24]. Reactant: C[O:2][C:3]([C:5]1[S:6][CH:7]=[CH:8][C:9]=1[N:10]1[C:14](=[O:15])[NH:13][C:12]([CH:16]([NH:30][C:31]2[CH:36]=[CH:35][C:34]([C:37]#[N:38])=[C:33]([CH2:39][NH:40]C(OC(C)(C)C)=O)[CH:32]=2)[C:17]2[CH:22]=[C:21]([CH2:23][CH3:24])[CH:20]=[C:19]([O:25][CH2:26][CH2:27][OH:28])[C:18]=2[F:29])=[N:11]1)=[O:4].CO.C1COCC1.[OH-].[Na+]. (7) Reactant: [N:1]1[CH:6]=[CH:5][CH:4]=[C:3]([O:7][C:8]2[CH:17]=[CH:16][C:11]([C:12]([NH:14][NH2:15])=O)=[CH:10][CH:9]=2)[CH:2]=1.I.CS[C:21](=[NH:34])[NH:22][C:23]1[CH:28]=[CH:27][C:26]([Cl:29])=[C:25]([C:30]([F:33])([F:32])[F:31])[CH:24]=1. Product: [Cl:29][C:26]1[CH:27]=[CH:28][C:23]([NH:22][C:21]2[NH:34][C:12]([C:11]3[CH:16]=[CH:17][C:8]([O:7][C:3]4[CH:2]=[N:1][CH:6]=[CH:5][CH:4]=4)=[CH:9][CH:10]=3)=[N:14][N:15]=2)=[CH:24][C:25]=1[C:30]([F:31])([F:32])[F:33]. The catalyst class is: 17. (8) Reactant: [CH3:1][O:2][C:3](=[O:16])[C:4]1[CH:13]=[C:12]([CH2:14]Br)[CH:11]=[C:6]([C:7]([O:9][CH3:10])=[O:8])[CH:5]=1.[C:17]([O-])([O-])=[O:18].[K+].[K+].CO.C1COCC1. Product: [CH3:1][O:2][C:3](=[O:16])[C:4]1[CH:13]=[C:12]([CH2:14][O:18][CH3:17])[CH:11]=[C:6]([C:7]([O:9][CH3:10])=[O:8])[CH:5]=1. The catalyst class is: 6. (9) Reactant: [C:1]([O:5][C:6]([N:8]1[CH2:13][CH2:12][CH:11]([OH:14])[CH2:10][CH2:9]1)=[O:7])([CH3:4])([CH3:3])[CH3:2].CCN(CC)CC.[CH3:22][S:23](Cl)(=[O:25])=[O:24]. Product: [C:1]([O:5][C:6]([N:8]1[CH2:13][CH2:12][CH:11]([O:14][S:23]([CH3:22])(=[O:25])=[O:24])[CH2:10][CH2:9]1)=[O:7])([CH3:4])([CH3:2])[CH3:3]. The catalyst class is: 64. (10) Reactant: [CH3:1][O:2][C:3]1[CH:20]=[C:19]2[C:6]([C@@:7]3([CH3:24])[C@H:16]([CH2:17][S:18]2)[C@:15]2([CH3:21])[C@H:10]([C:11]([CH3:23])([CH3:22])[CH2:12][CH2:13][CH2:14]2)[CH2:9][CH2:8]3)=[C:5]([OH:25])[CH:4]=1.N1C=CC=CC=1.[O:32](S(C(F)(F)F)(=O)=O)[S:33]([C:36]([F:39])([F:38])[F:37])(=O)=[O:34]. Product: [F:37][C:36]([F:39])([F:38])[S:33]([O:25][C:5]1[CH:4]=[C:3]([O:2][CH3:1])[CH:20]=[C:19]2[C:6]=1[C@@:7]1([CH3:24])[C@H:16]([CH2:17][S:18]2)[C@:15]2([CH3:21])[C@H:10]([C:11]([CH3:23])([CH3:22])[CH2:12][CH2:13][CH2:14]2)[CH2:9][CH2:8]1)(=[O:34])=[O:32]. The catalyst class is: 2.